This data is from Blood-brain barrier permeability classification from the B3DB database. The task is: Regression/Classification. Given a drug SMILES string, predict its absorption, distribution, metabolism, or excretion properties. Task type varies by dataset: regression for continuous measurements (e.g., permeability, clearance, half-life) or binary classification for categorical outcomes (e.g., BBB penetration, CYP inhibition). Dataset: b3db_classification. (1) The compound is COC1(NC(=O)Cc2cccs2)C(=O)N2C(C(=O)O)=C(COC(N)=O)CS[C@H]21. The result is 0 (does not penetrate BBB). (2) The compound is CCC(C)C1OC2(CCC1C)CC1CC(CC=C(C)C(OC3CC(OC)C(OC4CC(OC)C(O)C(C)O4)C(C)O3)C(C)C=CC=C3COC4C(O)C(C)=CC(C(=O)O1)C34O)O2. The result is 1 (penetrates BBB). (3) The molecule is CN1C[C@@H]2c3ccccc3Oc3ccc(Cl)cc3[C@H]2C1. The result is 1 (penetrates BBB). (4) The compound is CCOc1ccccc1OC(c1ccccc1)C1CNCCO1. The result is 1 (penetrates BBB). (5) The compound is O=C(Cc1cccs1)NC1C(=O)N2C(C(=O)O)=C(CSc3ncn[nH]3)CSC12. The result is 0 (does not penetrate BBB). (6) The compound is CNC(C)CC1CCCCC1. The result is 1 (penetrates BBB).